From a dataset of Full USPTO retrosynthesis dataset with 1.9M reactions from patents (1976-2016). Predict the reactants needed to synthesize the given product. (1) The reactants are: [OH:1][C:2]1[C:10]([CH3:11])=[CH:9][C:8]([C:12]2[N:13]([C:28]([O:30][C:31]([CH3:34])([CH3:33])[CH3:32])=[O:29])[C:14]3[C:19]([CH:20]=2)=[CH:18][C:17]([CH2:21][N:22]2[CH2:27][CH2:26][CH2:25][CH2:24][CH2:23]2)=[CH:16][CH:15]=3)=[C:7]2[C:3]=1[CH2:4][NH:5][C:6]2=[O:35].C(N(CC)CC)C.[CH3:43][S:44](Cl)(=[O:46])=[O:45]. Given the product [CH3:43][S:44]([O:1][C:2]1[C:10]([CH3:11])=[CH:9][C:8]([C:12]2[N:13]([C:28]([O:30][C:31]([CH3:32])([CH3:34])[CH3:33])=[O:29])[C:14]3[C:19]([CH:20]=2)=[CH:18][C:17]([CH2:21][N:22]2[CH2:27][CH2:26][CH2:25][CH2:24][CH2:23]2)=[CH:16][CH:15]=3)=[C:7]2[C:3]=1[CH2:4][NH:5][C:6]2=[O:35])(=[O:46])=[O:45], predict the reactants needed to synthesize it. (2) Given the product [CH3:63][O:64][C:65]1[CH:71]=[C:70]([S:72]([N:75]2[CH2:80][CH2:79][O:78][CH2:77][CH2:76]2)(=[O:73])=[O:74])[CH:69]=[CH:68][C:66]=1[NH:67][C:30]([CH:20]1[NH:19][CH:18]([CH2:33][C:34]([CH3:35])([CH3:36])[CH3:37])[C:17]2([C:12]3[C:13](=[CH:14][C:9]([Cl:8])=[CH:10][CH:11]=3)[NH:15][C:16]2=[O:38])[CH:21]1[C:22]1[CH:27]=[CH:26][CH:25]=[C:24]([Cl:28])[C:23]=1[F:29])=[O:32], predict the reactants needed to synthesize it. The reactants are: FC(F)(F)C(O)=O.[Cl:8][C:9]1[CH:14]=[C:13]2[NH:15][C:16](=[O:38])[C:17]3([CH:21]([C:22]4[CH:27]=[CH:26][CH:25]=[C:24]([Cl:28])[C:23]=4[F:29])[CH:20]([C:30]([OH:32])=O)[NH:19][CH:18]3[CH2:33][C:34]([CH3:37])([CH3:36])[CH3:35])[C:12]2=[CH:11][CH:10]=1.C(N(C(C)C)CC)(C)C.C1(P(Cl)(C2C=CC=CC=2)=O)C=CC=CC=1.[CH3:63][O:64][C:65]1[CH:71]=[C:70]([S:72]([N:75]2[CH2:80][CH2:79][O:78][CH2:77][CH2:76]2)(=[O:74])=[O:73])[CH:69]=[CH:68][C:66]=1[NH2:67]. (3) Given the product [CH3:1][O:2][CH2:3][CH2:4][CH2:5][CH2:6][C:7]1[N:11]2[CH2:12][CH2:13][CH2:14][CH2:15][C:10]2=[N:9][C:8]=1[C:16]([O:18][CH2:19][CH3:20])=[O:17], predict the reactants needed to synthesize it. The reactants are: [CH3:1][O:2][CH2:3][CH2:4]/[CH:5]=[CH:6]/[C:7]1[N:11]2[CH:12]=[CH:13][CH:14]=[CH:15][C:10]2=[N:9][C:8]=1[C:16]([O:18][CH2:19][CH3:20])=[O:17].[H][H].